From a dataset of Reaction yield outcomes from USPTO patents with 853,638 reactions. Predict the reaction yield, written as a fraction of the theoretical maximum amount of product (1.0 means a 100% yield; for example, 0.34 means a 34% yield). (1) The reactants are [C:1]([O:5][C:6](=[O:15])[N:7]([CH3:14])[CH:8]1[CH2:13][CH2:12][NH:11][CH2:10][CH2:9]1)([CH3:4])([CH3:3])[CH3:2].[CH:16](=O)[CH3:17].C(O[BH-](OC(=O)C)OC(=O)C)(=O)C.[Na+]. The catalyst is ClCCl. The product is [C:1]([O:5][C:6](=[O:15])[N:7]([CH:8]1[CH2:13][CH2:12][N:11]([CH2:16][CH3:17])[CH2:10][CH2:9]1)[CH3:14])([CH3:4])([CH3:3])[CH3:2]. The yield is 0.720. (2) The reactants are [CH2:1]([OH:4])[CH2:2][OH:3].[CH3:5][O:6][C:7]1[CH:28]=[CH:27][C:10]([C:11](Cl)([C:20]2[CH:25]=[CH:24][CH:23]=[CH:22][CH:21]=2)[C:12]2[CH:17]=[CH:16][C:15]([O:18][CH3:19])=[CH:14][CH:13]=2)=[CH:9][CH:8]=1. The catalyst is ClCCl. The product is [CH3:19][O:18][C:15]1[CH:14]=[CH:13][C:12]([C:11]([CH:1]([OH:4])[CH2:2][OH:3])([C:20]2[CH:21]=[CH:22][CH:23]=[CH:24][CH:25]=2)[C:10]2[CH:27]=[CH:28][C:7]([O:6][CH3:5])=[CH:8][CH:9]=2)=[CH:17][CH:16]=1. The yield is 0.720.